Predict the reaction yield, written as a fraction of the theoretical maximum amount of product (1.0 means a 100% yield; for example, 0.34 means a 34% yield). From a dataset of Reaction yield outcomes from USPTO patents with 853,638 reactions. The reactants are Br[C:2]1[CH:11]=[C:10]2[C:5]([CH:6]=[CH:7][C:8](=[O:30])[N:9]2[CH2:12][CH2:13][N:14]2[CH2:19][CH2:18][C@H:17]([NH:20][C:21](=[O:27])[O:22][C:23]([CH3:26])([CH3:25])[CH3:24])[C@H:16]([O:28][CH3:29])[CH2:15]2)=[CH:4][CH:3]=1.[C-:31]#[N:32].[K+]. The catalyst is C(#N)C.ClCCl.C1C=CC(/C=C/C(/C=C/C2C=CC=CC=2)=O)=CC=1.C1C=CC(/C=C/C(/C=C/C2C=CC=CC=2)=O)=CC=1.C1C=CC(/C=C/C(/C=C/C2C=CC=CC=2)=O)=CC=1.[Pd].[Pd].C([Sn](Cl)(CCCC)CCCC)CCC.C1(P(C2C=CC=CC=2)C2C3OC4C(=CC=CC=4P(C4C=CC=CC=4)C4C=CC=CC=4)C(C)(C)C=3C=CC=2)C=CC=CC=1. The product is [C:31]([C:2]1[CH:11]=[C:10]2[C:5]([CH:6]=[CH:7][C:8](=[O:30])[N:9]2[CH2:12][CH2:13][N:14]2[CH2:19][CH2:18][C@H:17]([NH:20][C:21](=[O:27])[O:22][C:23]([CH3:24])([CH3:26])[CH3:25])[C@H:16]([O:28][CH3:29])[CH2:15]2)=[CH:4][CH:3]=1)#[N:32]. The yield is 0.760.